Dataset: Reaction yield outcomes from USPTO patents with 853,638 reactions. Task: Predict the reaction yield, written as a fraction of the theoretical maximum amount of product (1.0 means a 100% yield; for example, 0.34 means a 34% yield). (1) The reactants are [C:1]([O:5][C:6]([N:8]1[CH2:11][C:10]([C:13]2[N:14]([CH3:39])[C:15]3[C:20]([N:21]=2)=[C:19]([N:22]2[CH2:27][CH2:26][O:25][CH2:24][CH2:23]2)[N:18]=[C:17]([N:28]2[C:32]4[CH:33]=[CH:34][CH:35]=[CH:36][C:31]=4[N:30]=[C:29]2[CH2:37][CH3:38])[N:16]=3)([OH:12])[CH2:9]1)=[O:7])([CH3:4])([CH3:3])[CH3:2].[H-].[Na+].I[CH3:43]. The catalyst is C1COCC1. The product is [CH2:37]([C:29]1[N:28]([C:17]2[N:16]=[C:15]3[C:20]([N:21]=[C:13]([C:10]4([O:12][CH3:43])[CH2:9][N:8]([C:6]([O:5][C:1]([CH3:4])([CH3:3])[CH3:2])=[O:7])[CH2:11]4)[N:14]3[CH3:39])=[C:19]([N:22]3[CH2:23][CH2:24][O:25][CH2:26][CH2:27]3)[N:18]=2)[C:32]2[CH:33]=[CH:34][CH:35]=[CH:36][C:31]=2[N:30]=1)[CH3:38]. The yield is 0.570. (2) The reactants are Br[CH2:2][CH2:3][CH2:4][CH2:5][CH2:6][CH2:7][CH2:8][CH2:9][CH:10]1[O:14][CH2:13][CH2:12][O:11]1.[OH:15][C:16]1[CH:17]=[C:18]([CH:27]=[CH:28][CH:29]=1)[C:19]([C:21]1[CH:26]=[CH:25][CH:24]=[CH:23][CH:22]=1)=[O:20].C(=O)([O-])[O-].[K+].[K+]. The catalyst is CN(C)C=O.O. The product is [O:11]1[CH2:12][CH2:13][O:14][CH:10]1[CH2:9][CH2:8][CH2:7][CH2:6][CH2:5][CH2:4][CH2:3][CH2:2][O:15][C:16]1[CH:17]=[C:18]([C:19]([C:21]2[CH:26]=[CH:25][CH:24]=[CH:23][CH:22]=2)=[O:20])[CH:27]=[CH:28][CH:29]=1. The yield is 0.840.